From a dataset of Catalyst prediction with 721,799 reactions and 888 catalyst types from USPTO. Predict which catalyst facilitates the given reaction. (1) Reactant: Cl.[NH2:2][CH2:3][CH:4]1[O:8][B:7]([OH:9])[C:6]2[C:10]([O:14][CH2:15][CH3:16])=[CH:11][CH:12]=[CH:13][C:5]1=2.C(N(CC)CC)C.[C:24](O[C:24]([O:26][C:27]([CH3:30])([CH3:29])[CH3:28])=[O:25])([O:26][C:27]([CH3:30])([CH3:29])[CH3:28])=[O:25]. Product: [CH2:15]([O:14][C:10]1[C:6]2[B:7]([OH:9])[O:8][CH:4]([CH2:3][NH:2][C:24](=[O:25])[O:26][C:27]([CH3:30])([CH3:29])[CH3:28])[C:5]=2[CH:13]=[CH:12][CH:11]=1)[CH3:16]. The catalyst class is: 4. (2) Reactant: [Cl:1][C:2]1[CH:3]=[C:4]([CH:17]=[C:18]([Cl:22])[C:19]=1[O:20]C)[C:5]([N:7]1[C:11]2[CH:12]=[CH:13][CH:14]=[CH:15][C:10]=2[S:9](=[O:16])[CH2:8]1)=[O:6].[Cl-].[Li+].Cl. Product: [Cl:1][C:2]1[CH:3]=[C:4]([CH:17]=[C:18]([Cl:22])[C:19]=1[OH:20])[C:5]([N:7]1[C:11]2[CH:12]=[CH:13][CH:14]=[CH:15][C:10]=2[S:9](=[O:16])[CH2:8]1)=[O:6]. The catalyst class is: 9. (3) Reactant: [CH2:1]([C:3]1[C:11]2[C:10]([C:12]([O:14][CH2:15][CH3:16])=[O:13])=[CH:9][C:8](O)=[N:7][C:6]=2[NH:5][N:4]=1)[CH3:2].P(Br)(Br)([Br:20])=O. Product: [Br:20][C:8]1[CH:9]=[C:10]([C:12]([O:14][CH2:15][CH3:16])=[O:13])[C:11]2[C:3]([CH2:1][CH3:2])=[N:4][NH:5][C:6]=2[N:7]=1. The catalyst class is: 10.